Dataset: Catalyst prediction with 721,799 reactions and 888 catalyst types from USPTO. Task: Predict which catalyst facilitates the given reaction. (1) Reactant: [NH2:1][C:2]1[CH:3]=[C:4]([N:16]([CH3:26])[S:17]([C:20]2[CH:25]=[CH:24][CH:23]=[CH:22][CH:21]=2)(=[O:19])=[O:18])[CH:5]=[CH:6][C:7]=1[NH:8][CH2:9][CH:10]1[CH2:15][CH2:14][O:13][CH2:12][CH2:11]1.[C:27](O)(=O)[CH2:28][CH2:29][CH2:30][CH3:31].C(N(C(C)C)CC)(C)C.CN(C(ON1N=NC2C=CC=NC1=2)=[N+](C)C)C.F[P-](F)(F)(F)(F)F. Product: [CH2:28]([C:27]1[N:8]([CH2:9][CH:10]2[CH2:15][CH2:14][O:13][CH2:12][CH2:11]2)[C:7]2[CH:6]=[CH:5][C:4]([N:16]([CH3:26])[S:17]([C:20]3[CH:25]=[CH:24][CH:23]=[CH:22][CH:21]=3)(=[O:19])=[O:18])=[CH:3][C:2]=2[N:1]=1)[CH2:29][CH2:30][CH3:31]. The catalyst class is: 3. (2) Reactant: [CH2:1]([O:3][C:4]1[CH:5]=[C:6]([CH:18]=[CH:19][C:20]([O:22][CH2:23][CH3:24])=[O:21])[CH:7]=[CH:8][C:9]=1[O:10]CC1C=CC=CC=1)[CH3:2].Cl.C(O)C. Product: [OH:10][C:9]1[CH:8]=[CH:7][C:6]([CH2:18][CH2:19][C:20]([O:22][CH2:23][CH3:24])=[O:21])=[CH:5][C:4]=1[O:3][CH2:1][CH3:2]. The catalyst class is: 481. (3) The catalyst class is: 555. Product: [F:32][CH:2]([F:1])[O:3][C:4]1[CH:5]=[C:6]2[C:10](=[CH:11][CH:12]=1)[N:9]([CH2:13][CH2:14][CH2:15][N:16]([CH3:17])[CH3:18])[N:8]=[C:7]2[C:34]1[N:39]=[C:38]2[C:40]([C:62]([NH:64][C:65]3([CH3:68])[CH2:67][CH2:66]3)=[O:63])=[CH:41][N:42]([C:43]([C:50]3[CH:51]=[CH:52][CH:53]=[CH:54][CH:55]=3)([C:56]3[CH:61]=[CH:60][CH:59]=[CH:58][CH:57]=3)[C:44]3[CH:45]=[CH:46][CH:47]=[CH:48][CH:49]=3)[C:37]2=[N:36][CH:35]=1. Reactant: [F:1][CH:2]([F:32])[O:3][C:4]1[CH:5]=[C:6]2[C:10](=[CH:11][CH:12]=1)[N:9]([CH2:13][CH2:14][CH2:15][N:16]([CH3:18])[CH3:17])[N:8]=[C:7]2[Sn](CCCC)(CCCC)CCCC.Br[C:34]1[N:39]=[C:38]2[C:40]([C:62]([NH:64][C:65]3([CH3:68])[CH2:67][CH2:66]3)=[O:63])=[CH:41][N:42]([C:43]([C:56]3[CH:61]=[CH:60][CH:59]=[CH:58][CH:57]=3)([C:50]3[CH:55]=[CH:54][CH:53]=[CH:52][CH:51]=3)[C:44]3[CH:49]=[CH:48][CH:47]=[CH:46][CH:45]=3)[C:37]2=[N:36][CH:35]=1. (4) Reactant: [C:1]([S-:3])#[N:2].[K+].N1C=CC=CC=1.[NH2:11][C:12]1[N:17]=[C:16]([S:18][C@H:19]([C:21]2[CH:26]=[CH:25][CH:24]=[CH:23][C:22]=2[F:27])[CH3:20])[N:15]=[C:14]([OH:28])[CH:13]=1.BrBr. Product: [NH2:2][C:1]1[S:3][C:13]2[C:14]([OH:28])=[N:15][C:16]([S:18][C@H:19]([C:21]3[CH:26]=[CH:25][CH:24]=[CH:23][C:22]=3[F:27])[CH3:20])=[N:17][C:12]=2[N:11]=1. The catalyst class is: 18. (5) Reactant: [Cl:1][CH2:2][C:3]([NH:5][C:6]1[CH:7]=[N:8][C:9]([C:12](=[N:14][OH:15])[NH2:13])=[CH:10][CH:11]=1)=[O:4].N.[C:17](OC(=O)C)(=O)[CH3:18]. Product: [Cl:1][CH2:2][C:3]([NH:5][C:6]1[CH:7]=[N:8][C:9]([C:12]2[N:13]=[C:17]([CH3:18])[O:15][N:14]=2)=[CH:10][CH:11]=1)=[O:4]. The catalyst class is: 6. (6) Reactant: Br[C:2]1[CH:3]=[CH:4][C:5]2[C:11]3[N:12]([C:23]4[CH:28]=[CH:27][CH:26]=[CH:25][CH:24]=4)[N:13]=[C:14]([C:15]([N:17]4[CH2:22][CH2:21][O:20][CH2:19][CH2:18]4)=[O:16])[C:10]=3[CH2:9][S:8](=[O:30])(=[O:29])[C:6]=2[CH:7]=1.CC([O-])(C)C.[Na+].[CH3:37][NH:38][CH3:39]. Product: [CH3:37][N:38]([CH3:39])[C:2]1[CH:3]=[CH:4][C:5]2[C:11]3[N:12]([C:23]4[CH:28]=[CH:27][CH:26]=[CH:25][CH:24]=4)[N:13]=[C:14]([C:15]([N:17]4[CH2:22][CH2:21][O:20][CH2:19][CH2:18]4)=[O:16])[C:10]=3[CH2:9][S:8](=[O:30])(=[O:29])[C:6]=2[CH:7]=1. The catalyst class is: 247. (7) Reactant: [C:1]([C:5]1[O:9][N:8]=[C:7]([NH2:10])[CH:6]=1)([CH3:4])([CH3:3])[CH3:2].C[Al](C)C.[Cl:15][C:16]1[CH:21]=[CH:20][C:19]([S:22]([C:25]2([CH3:31])[CH2:29][CH2:28][O:27][C:26]2=[O:30])(=[O:24])=[O:23])=[CH:18][CH:17]=1. Product: [C:1]([C:5]1[O:9][N:8]=[C:7]([NH:10][C:26](=[O:30])[C:25]([S:22]([C:19]2[CH:18]=[CH:17][C:16]([Cl:15])=[CH:21][CH:20]=2)(=[O:24])=[O:23])([CH3:31])[CH2:29][CH2:28][OH:27])[CH:6]=1)([CH3:4])([CH3:3])[CH3:2]. The catalyst class is: 390. (8) Reactant: CCN(C(C)C)C(C)C.[Br:10][C:11]1[CH:12]=[C:13]([NH2:18])[C:14]([NH2:17])=[N:15][CH:16]=1.[CH3:19][O:20][C:21](=[O:31])[C:22]1[CH:30]=[CH:29][C:25]([C:26](O)=O)=[CH:24][CH:23]=1.CN(C(ON1N=NC2C=CC=CC1=2)=[N+](C)C)C.F[P-](F)(F)(F)(F)F. Product: [Br:10][C:11]1[CH:12]=[C:13]2[N:18]=[C:26]([C:25]3[CH:29]=[CH:30][C:22]([C:21]([O:20][CH3:19])=[O:31])=[CH:23][CH:24]=3)[NH:17][C:14]2=[N:15][CH:16]=1. The catalyst class is: 23.